From a dataset of Full USPTO retrosynthesis dataset with 1.9M reactions from patents (1976-2016). Predict the reactants needed to synthesize the given product. Given the product [Si:5]([O:26][CH2:25][CH2:24][CH2:23][CH2:22][O:21][C:20]1[CH:19]=[CH:18][C:17]([C:27]([C:29]2[CH:34]=[CH:33][C:32]([Cl:35])=[C:31]([O:36][CH3:37])[N:30]=2)=[O:28])=[CH:16][C:15]=1[Cl:14])([C:1]([CH3:4])([CH3:3])[CH3:2])([CH3:8])[CH3:7], predict the reactants needed to synthesize it. The reactants are: [C:1]([Si:5]([CH3:8])([CH3:7])Cl)([CH3:4])([CH3:3])[CH3:2].N1C=CN=C1.[Cl:14][C:15]1[CH:16]=[C:17]([C:27]([C:29]2[CH:34]=[CH:33][C:32]([Cl:35])=[C:31]([O:36][CH3:37])[N:30]=2)=[O:28])[CH:18]=[CH:19][C:20]=1[O:21][CH2:22][CH2:23][CH2:24][CH2:25][OH:26].[Cl-].[NH4+].